The task is: Predict the reactants needed to synthesize the given product.. This data is from Full USPTO retrosynthesis dataset with 1.9M reactions from patents (1976-2016). (1) Given the product [CH3:34][O:35][C:36]([C:38]1[CH:47]=[C:46]([N:48]2[CH2:53][CH2:52][CH2:51][CH2:50][CH2:49]2)[C:45]2[C:40](=[C:41]([OH:54])[CH:42]=[CH:43][CH:44]=2)[N:39]=1)=[O:37], predict the reactants needed to synthesize it. The reactants are: COC(C1C=C(NS(C2C=CC(C)=CC=2)(=O)=O)C2C(=C(OCC3C=CC=CC=3)C=CC=2)N=1)=O.[CH3:34][O:35][C:36]([C:38]1[CH:47]=[C:46]([N:48]2[CH2:53][CH2:52][CH2:51][CH2:50][CH2:49]2)[C:45]2[C:40](=[C:41]([O:54]CC3C=CC=CC=3)[CH:42]=[CH:43][CH:44]=2)[N:39]=1)=[O:37]. (2) Given the product [OH:70][CH2:69][C:64]1([NH:63][C:18]([C:11]2[C:12]3[CH2:13][C@@H:14]4[CH2:17][C@@H:15]4[C:16]=3[N:9]([C:3]3[CH:4]=[CH:5][C:6]([F:8])=[CH:7][C:2]=3[F:1])[N:10]=2)=[O:19])[CH2:68][CH2:67][CH2:66][CH2:65]1, predict the reactants needed to synthesize it. The reactants are: [F:1][C:2]1[CH:7]=[C:6]([F:8])[CH:5]=[CH:4][C:3]=1[N:9]1[C:16]2[C@H:15]3[CH2:17][C@H:14]3[CH2:13][C:12]=2[C:11]([C:18](O)=[O:19])=[N:10]1.C1CN([P+](ON2N=NC3C=CC=CC2=3)(N2CCCC2)N2CCCC2)CC1.F[P-](F)(F)(F)(F)F.CCN(C(C)C)C(C)C.[NH2:63][C:64]1([CH2:69][OH:70])[CH2:68][CH2:67][CH2:66][CH2:65]1. (3) Given the product [Cl:9][C:4]1[CH:5]=[C:6]([F:8])[CH:7]=[C:2]([Cl:1])[C:3]=1[O:10][CH2:11][C:12]1[C:16]([CH2:17][O:18][C:19]2[CH:20]=[C:21]3[C:25](=[CH:26][CH:27]=2)[N:24]([CH2:28][C:29]2[CH:30]=[C:31]([CH:36]=[CH:37][CH:38]=2)[C:32]([OH:34])=[O:33])[CH:23]=[CH:22]3)=[C:15]([CH:39]([CH3:41])[CH3:40])[O:14][N:13]=1, predict the reactants needed to synthesize it. The reactants are: [Cl:1][C:2]1[CH:7]=[C:6]([F:8])[CH:5]=[C:4]([Cl:9])[C:3]=1[O:10][CH2:11][C:12]1[C:16]([CH2:17][O:18][C:19]2[CH:20]=[C:21]3[C:25](=[CH:26][CH:27]=2)[N:24]([CH2:28][C:29]2[CH:30]=[C:31]([CH:36]=[CH:37][CH:38]=2)[C:32]([O:34]C)=[O:33])[CH:23]=[CH:22]3)=[C:15]([CH:39]([CH3:41])[CH3:40])[O:14][N:13]=1.O1CCCC1.[OH-].[Na+]. (4) Given the product [F:1][C:2]([F:34])([F:35])[C:3]1[CH:4]=[C:5]([NH:13][C:14]2[C:23]3[C:18](=[CH:19][CH:20]=[CH:21][CH:22]=3)[C:17]([C:24]3[CH:25]=[CH:26][C:27]([C:28]([NH:37][CH3:36])=[O:30])=[CH:32][CH:33]=3)=[N:16][N:15]=2)[CH:6]=[C:7]([C:9]([F:10])([F:11])[F:12])[CH:8]=1, predict the reactants needed to synthesize it. The reactants are: [F:1][C:2]([F:35])([F:34])[C:3]1[CH:4]=[C:5]([NH:13][C:14]2[C:23]3[C:18](=[CH:19][CH:20]=[CH:21][CH:22]=3)[C:17]([C:24]3[CH:33]=[CH:32][C:27]([C:28]([O:30]C)=O)=[CH:26][CH:25]=3)=[N:16][N:15]=2)[CH:6]=[C:7]([C:9]([F:12])([F:11])[F:10])[CH:8]=1.[CH3:36][NH2:37]. (5) Given the product [Br:7][C:8]1[CH:9]=[C:10]([C:13]([O:15][CH2:22][CH:16]2[CH2:21][CH2:20][CH2:19][CH2:18][CH2:17]2)=[O:14])[S:11][CH:12]=1, predict the reactants needed to synthesize it. The reactants are: C(Cl)(=O)C(Cl)=O.[Br:7][C:8]1[CH:9]=[C:10]([C:13]([OH:15])=[O:14])[S:11][CH:12]=1.[CH:16]1([CH2:22]O)[CH2:21][CH2:20][CH2:19][CH2:18][CH2:17]1.CCN(CC)CC. (6) Given the product [O:18]=[C:16]([CH3:17])[CH2:15][CH2:14][CH2:13][CH2:12][C:9]1[O:10][CH:11]=[C:7]([C:5]([OH:6])=[O:4])[N:8]=1, predict the reactants needed to synthesize it. The reactants are: N#N.C[O:4][C:5]([C:7]1[N:8]=[C:9]([CH2:12][CH2:13][CH2:14][CH2:15][C:16](=[O:18])[CH3:17])[O:10][CH:11]=1)=[O:6].[OH-].[Na+]. (7) Given the product [CH3:23][O:1][CH2:2][C@H:3]1[CH2:8][CH2:7][CH2:6][C@H:5]([N:9]2[C:10](=[O:19])[C:11]3[C:16](=[CH:15][CH:14]=[CH:13][CH:12]=3)[C:17]2=[O:18])[CH2:4]1, predict the reactants needed to synthesize it. The reactants are: [OH:1][CH2:2][C@H:3]1[CH2:8][CH2:7][CH2:6][C@H:5]([N:9]2[C:17](=[O:18])[C:16]3[C:11](=[CH:12][CH:13]=[CH:14][CH:15]=3)[C:10]2=[O:19])[CH2:4]1.[H-].[Na+].I[CH3:23].